This data is from Full USPTO retrosynthesis dataset with 1.9M reactions from patents (1976-2016). The task is: Predict the reactants needed to synthesize the given product. (1) Given the product [Cl:2][C:3]1[CH:8]=[CH:7][C:6]([C:9]2[N:10]([C:20]3[CH:25]=[CH:24][CH:23]=[CH:22][C:21]=3[Cl:26])[N:11]=[C:12]3[C:18]=2[O:17][CH2:16][CH2:15][CH2:14][CH:13]3[NH:19][C:37]([NH:36][CH2:34][CH3:35])=[O:38])=[CH:5][CH:4]=1, predict the reactants needed to synthesize it. The reactants are: Cl.[Cl:2][C:3]1[CH:8]=[CH:7][C:6]([C:9]2[N:10]([C:20]3[CH:25]=[CH:24][CH:23]=[CH:22][C:21]=3[Cl:26])[N:11]=[C:12]3[C:18]=2[O:17][CH2:16][CH2:15][CH2:14][CH:13]3[NH2:19])=[CH:5][CH:4]=1.C(N(CC)CC)C.[CH2:34]([N:36]=[C:37]=[O:38])[CH3:35]. (2) Given the product [CH3:14][O:13][C:11]([C:7]1[S:8][C:9]([C:16]([CH3:19])([CH3:18])[CH3:17])=[CH:10][C:6]=1[CH3:5])=[O:12], predict the reactants needed to synthesize it. The reactants are: [Al+3].[Cl-].[Cl-].[Cl-].[CH3:5][C:6]1[CH:10]=[CH:9][S:8][C:7]=1[C:11]([O:13][CH3:14])=[O:12].Cl[C:16]([CH3:19])([CH3:18])[CH3:17]. (3) Given the product [F:19][C:16]1[CH:17]=[CH:18][C:13]([N:12]2[C:11]3[CH:10]=[CH:9][C:4]([C:5]([O:7][CH3:8])=[O:6])=[CH:3][C:2]=3[NH:1][C:20]2=[O:21])=[CH:14][CH:15]=1, predict the reactants needed to synthesize it. The reactants are: [NH2:1][C:2]1[CH:3]=[C:4]([CH:9]=[CH:10][C:11]=1[NH:12][C:13]1[CH:18]=[CH:17][C:16]([F:19])=[CH:15][CH:14]=1)[C:5]([O:7][CH3:8])=[O:6].[C:20](N1C=CN=C1)(N1C=CN=C1)=[O:21]. (4) Given the product [NH2:1][C:2]1[N:3]=[CH:4][C:5]([C:8]2[C:9]([F:19])=[C:10]([C:11]([CH:14]3[CH2:15][CH2:16][CH2:17]3)=[CH:12][CH:13]=2)[O:18][CH2:21][C:22]2[CH:32]=[CH:31][CH:30]=[CH:29][C:23]=2[C:24]([OH:26])=[O:25])=[N:6][CH:7]=1, predict the reactants needed to synthesize it. The reactants are: [NH2:1][C:2]1[N:3]=[CH:4][C:5]([C:8]2[C:9]([F:19])=[C:10]([OH:18])[C:11]([CH:14]3[CH2:17][CH2:16][CH2:15]3)=[CH:12][CH:13]=2)=[N:6][CH:7]=1.Br[CH2:21][C:22]1[CH:32]=[CH:31][CH:30]=[CH:29][C:23]=1[C:24]([O:26]CC)=[O:25]. (5) The reactants are: [C:1]1([C:16]2[CH:21]=[CH:20][CH:19]=[CH:18][CH:17]=2)[CH:6]=[CH:5][CH:4]=[C:3]([C:7]2[S:8][C:9]([CH3:15])=[C:10]([CH2:12][CH2:13][OH:14])[N:11]=2)[CH:2]=1.[CH2:22]([O:24][C:25](=[O:37])[C:26]([O:29][C:30]1[CH:35]=[CH:34][C:33](O)=[CH:32][CH:31]=1)([CH3:28])[CH3:27])[CH3:23].C1(P(C2C=CC=CC=2)C2C=CC=CC=2)C=CC=CC=1.CC(OC(/N=N/C(OC(C)C)=O)=O)C. Given the product [CH2:22]([O:24][C:25](=[O:37])[C:26]([O:29][C:30]1[CH:35]=[CH:34][C:33]([O:14][CH2:13][CH2:12][C:10]2[N:11]=[C:7]([C:3]3[CH:2]=[C:1]([C:16]4[CH:17]=[CH:18][CH:19]=[CH:20][CH:21]=4)[CH:6]=[CH:5][CH:4]=3)[S:8][C:9]=2[CH3:15])=[CH:32][CH:31]=1)([CH3:28])[CH3:27])[CH3:23], predict the reactants needed to synthesize it. (6) Given the product [C:1]([C:3]1[C:4]([C:24]2[CH:29]=[C:28]([F:30])[CH:27]=[CH:26][C:25]=2[O:31][CH3:32])=[C:5]2[CH:11]=[C:10]([CH:12]3[CH2:13][CH2:14][N:15]([CH2:18][C:19]([N:21]([CH3:23])[CH3:22])=[O:20])[CH2:16][CH2:17]3)[NH:9][C:6]2=[N:7][CH:8]=1)#[N:2], predict the reactants needed to synthesize it. The reactants are: [C:1]([C:3]1[C:4]([C:24]2[CH:29]=[C:28]([F:30])[CH:27]=[CH:26][C:25]=2[O:31][CH3:32])=[C:5]2[CH:11]=[C:10]([C:12]3[CH2:13][CH2:14][N:15]([CH2:18][C:19]([N:21]([CH3:23])[CH3:22])=[O:20])[CH2:16][CH:17]=3)[NH:9][C:6]2=[N:7][CH:8]=1)#[N:2].[H][H]. (7) Given the product [CH3:3][CH:4]([CH3:17])[CH2:5][N:6]1[CH:11]=[CH:10][C:9]([C:12]([OH:14])=[O:13])=[CH:8][C:7]1=[O:16], predict the reactants needed to synthesize it. The reactants are: [OH-].[Na+].[CH3:3][CH:4]([CH3:17])[CH2:5][N:6]1[CH:11]=[CH:10][C:9]([C:12]([O:14]C)=[O:13])=[CH:8][C:7]1=[O:16].